Predict the reaction yield, written as a fraction of the theoretical maximum amount of product (1.0 means a 100% yield; for example, 0.34 means a 34% yield). From a dataset of Reaction yield outcomes from USPTO patents with 853,638 reactions. (1) The reactants are [CH3:1][O:2][C:3]([C:5]1([C:11]2[CH:16]=[CH:15][C:14]([NH2:17])=[C:13](Br)[CH:12]=2)[CH2:10][CH2:9][O:8][CH2:7][CH2:6]1)=[O:4].[C:19]1(B2OC(C)(C)C(C)(C)O2)[CH2:24][CH2:23][CH2:22][CH2:21][CH:20]=1. The catalyst is CCOC(C)=O.C(Cl)Cl. The product is [CH3:1][O:2][C:3]([C:5]1([C:11]2[CH:16]=[CH:15][C:14]([NH2:17])=[C:13]([C:19]3[CH2:24][CH2:23][CH2:22][CH2:21][CH:20]=3)[CH:12]=2)[CH2:10][CH2:9][O:8][CH2:7][CH2:6]1)=[O:4]. The yield is 0.700. (2) The reactants are [O:1]=[C:2]1[C:10]2[C:9]([NH:11][C:12]3[CH:13]=[C:14]([CH3:18])[CH:15]=[CH:16][CH:17]=3)=[N:8][C:7]([N:19]3[CH2:24][CH2:23][CH2:22][CH2:21][CH:20]3[CH2:25][NH:26]C(=O)OC(C)(C)C)=[N:6][C:5]=2[CH2:4][NH:3]1.Cl. The catalyst is CC(O)=O. The product is [NH2:26][CH2:25][CH:20]1[CH2:21][CH2:22][CH2:23][CH2:24][N:19]1[C:7]1[N:8]=[C:9]([NH:11][C:12]2[CH:13]=[C:14]([CH3:18])[CH:15]=[CH:16][CH:17]=2)[C:10]2[C:2](=[O:1])[NH:3][CH2:4][C:5]=2[N:6]=1. The yield is 0.170. (3) The yield is 0.920. The product is [Br:1][C:2]1[CH:3]=[C:4]([NH:10][C:11]2[CH:16]=[CH:15][C:14]([N:17]3[CH2:22][CH2:21][N:20]([CH3:27])[CH2:19][C@H:18]3[CH3:23])=[CH:13][N:12]=2)[C:5](=[O:9])[N:6]([CH3:8])[CH:7]=1. The catalyst is CO.C(O)(=O)C. The reactants are [Br:1][C:2]1[CH:3]=[C:4]([NH:10][C:11]2[CH:16]=[CH:15][C:14]([N:17]3[CH2:22][CH2:21][NH:20][CH2:19][C@H:18]3[CH3:23])=[CH:13][N:12]=2)[C:5](=[O:9])[N:6]([CH3:8])[CH:7]=1.C=O.[BH3-][C:27]#N.[Na+].O. (4) The reactants are [Si:1]([O:8][CH2:9][C@@H:10]([NH:17][C:18](=[O:24])[O:19][C:20]([CH3:23])([CH3:22])[CH3:21])[C:11](N(OC)C)=[O:12])([C:4]([CH3:7])([CH3:6])[CH3:5])([CH3:3])[CH3:2].[C:25]1([Mg]Br)[CH:30]=[CH:29][CH:28]=[CH:27][CH:26]=1. The catalyst is C1COCC1. The product is [Si:1]([O:8][CH2:9][C@@H:10]([NH:17][C:18](=[O:24])[O:19][C:20]([CH3:21])([CH3:22])[CH3:23])[C:11](=[O:12])[C:25]1[CH:30]=[CH:29][CH:28]=[CH:27][CH:26]=1)([C:4]([CH3:5])([CH3:6])[CH3:7])([CH3:2])[CH3:3]. The yield is 0.890.